This data is from Forward reaction prediction with 1.9M reactions from USPTO patents (1976-2016). The task is: Predict the product of the given reaction. (1) Given the reactants [Br:1][C:2]1[N:3]=[C:4]2[C:9](Cl)=[C:8]([C:11]([NH2:13])=[O:12])[CH:7]=[N:6][N:5]2[CH:14]=1.[NH2:15][C@@H:16]1[CH2:21][CH2:20][N:19]([C:22]([O:24][C:25]([CH3:28])([CH3:27])[CH3:26])=[O:23])[CH2:18][C:17]1([CH3:30])[CH3:29].CCN(C(C)C)C(C)C, predict the reaction product. The product is: [Br:1][C:2]1[N:3]=[C:4]2[C:9]([NH:15][C@@H:16]3[CH2:21][CH2:20][N:19]([C:22]([O:24][C:25]([CH3:28])([CH3:27])[CH3:26])=[O:23])[CH2:18][C:17]3([CH3:30])[CH3:29])=[C:8]([C:11](=[O:12])[NH2:13])[CH:7]=[N:6][N:5]2[CH:14]=1. (2) Given the reactants [C:1]([O:5][C:6](=[O:14])[NH:7][CH2:8][CH2:9][O:10][CH2:11][CH2:12][I:13])([CH3:4])([CH3:3])[CH3:2].[C:15]1([P:21]([C:28]2[CH:33]=[CH:32][CH:31]=[CH:30][CH:29]=2)[C:22]2[CH:27]=[CH:26][CH:25]=[CH:24][CH:23]=2)[CH:20]=[CH:19][CH:18]=[CH:17][CH:16]=1, predict the reaction product. The product is: [I-:13].[CH3:2][C:1]([CH3:4])([CH3:3])[O:5][C:6](=[O:14])[NH:7][CH2:8][CH2:9][O:10][CH2:11][CH2:12][P+:21]([C:22]1[CH:23]=[CH:24][CH:25]=[CH:26][CH:27]=1)([C:28]1[CH:33]=[CH:32][CH:31]=[CH:30][CH:29]=1)[C:15]1[CH:16]=[CH:17][CH:18]=[CH:19][CH:20]=1. (3) Given the reactants [F:1][C:2]1[CH:3]=[C:4]([C:9]2([C:21]3[CH:26]=[C:25]([F:27])[CH:24]=[C:23]([F:28])[CH:22]=3)[O:13][C:12]3[CH:14]=[CH:15][C:16]([C:18]([OH:20])=O)=[CH:17][C:11]=3[O:10]2)[CH:5]=[C:6]([F:8])[CH:7]=1.CN(C(ON1N=[N:44][C:39]2C=[CH:41][CH:42]=[CH:43][C:38]1=2)=[N+](C)C)C.F[P-](F)(F)(F)(F)F.CN1CCOCC1.N1CCCCC1, predict the reaction product. The product is: [F:28][C:23]1[CH:22]=[C:21]([C:9]2([C:4]3[CH:3]=[C:2]([F:1])[CH:7]=[C:6]([F:8])[CH:5]=3)[O:13][C:12]3[CH:14]=[CH:15][C:16]([C:18]([N:44]4[CH2:41][CH2:42][CH2:43][CH2:38][CH2:39]4)=[O:20])=[CH:17][C:11]=3[O:10]2)[CH:26]=[C:25]([F:27])[CH:24]=1. (4) The product is: [CH2:1]([O:5][C:6](=[O:22])[NH:7][CH2:8][C:9]1([C:15]2[CH:20]=[CH:19][C:18]([I:21])=[CH:17][CH:16]=2)[CH2:10][CH2:11][N:12]([CH2:26][CH:23]2[CH2:25][CH2:24]2)[CH2:13][CH2:14]1)[CH:2]([CH3:4])[CH3:3]. Given the reactants [CH2:1]([O:5][C:6](=[O:22])[NH:7][CH2:8][C:9]1([C:15]2[CH:20]=[CH:19][C:18]([I:21])=[CH:17][CH:16]=2)[CH2:14][CH2:13][NH:12][CH2:11][CH2:10]1)[CH:2]([CH3:4])[CH3:3].[CH:23]1([CH:26]=O)[CH2:25][CH2:24]1.CC(O)=O.[BH-](OC(C)=O)(OC(C)=O)OC(C)=O.[Na+], predict the reaction product. (5) The product is: [C:1]([O:5][C:6]([N:8]1[CH2:12][C@H:11]([S:13][C:14]([C:15]2[CH:20]=[CH:19][CH:18]=[CH:17][CH:16]=2)([C:27]2[CH:28]=[CH:29][CH:30]=[CH:31][CH:32]=2)[C:21]2[CH:26]=[CH:25][CH:24]=[CH:23][CH:22]=2)[CH2:10][C@H:9]1[CH2:33][O:34][CH2:38][C:37]1[CH:40]=[C:41]([F:45])[C:42]([F:44])=[CH:43][C:36]=1[F:35])=[O:7])([CH3:4])([CH3:3])[CH3:2]. Given the reactants [C:1]([O:5][C:6]([N:8]1[CH2:12][C@H:11]([S:13][C:14]([C:27]2[CH:32]=[CH:31][CH:30]=[CH:29][CH:28]=2)([C:21]2[CH:26]=[CH:25][CH:24]=[CH:23][CH:22]=2)[C:15]2[CH:20]=[CH:19][CH:18]=[CH:17][CH:16]=2)[CH2:10][C@H:9]1[CH2:33][OH:34])=[O:7])([CH3:4])([CH3:3])[CH3:2].[F:35][C:36]1[CH:43]=[C:42]([F:44])[C:41]([F:45])=[CH:40][C:37]=1[CH2:38]Br.[H-].[Na+].[NH4+].[Cl-], predict the reaction product. (6) Given the reactants [C:1]([C:4]1[CH:21]=[CH:20][C:7]([O:8][CH2:9][CH2:10][CH2:11][N:12]2[CH2:17][C@@H:16]([CH3:18])[CH2:15][C@H:14]([CH3:19])[CH2:13]2)=[CH:6][CH:5]=1)(=[O:3])[CH3:2].[CH3:22][Mg]Br, predict the reaction product. The product is: [OH:3][C:1]([C:4]1[CH:21]=[CH:20][C:7]([O:8][CH2:9][CH2:10][CH2:11][N:12]2[CH2:13][C@@H:14]([CH3:19])[CH2:15][C@H:16]([CH3:18])[CH2:17]2)=[CH:6][CH:5]=1)([CH3:22])[CH3:2]. (7) Given the reactants [CH:1]1([C:4]2[CH:5]=[CH:6][C:7]([C:18]([OH:20])=O)=[N:8][C:9]=2[CH2:10][C:11]2[CH:16]=[CH:15][C:14]([F:17])=[CH:13][CH:12]=2)[CH2:3][CH2:2]1.[NH2:21][C:22]1([CH2:28][C:29]([NH2:31])=[O:30])[CH2:25][S:24](=[O:27])(=[O:26])[CH2:23]1.CN(C(ON1N=NC2C=CC=CC1=2)=[N+](C)C)C.[B-](F)(F)(F)F.CCN(C(C)C)C(C)C, predict the reaction product. The product is: [NH2:31][C:29](=[O:30])[CH2:28][C:22]1([NH:21][C:18]([C:7]2[CH:6]=[CH:5][C:4]([CH:1]3[CH2:2][CH2:3]3)=[C:9]([CH2:10][C:11]3[CH:12]=[CH:13][C:14]([F:17])=[CH:15][CH:16]=3)[N:8]=2)=[O:20])[CH2:23][S:24](=[O:26])(=[O:27])[CH2:25]1. (8) Given the reactants [Cl:1][C:2]1[CH:3]=[CH:4][C:5]([CH:23]=[O:24])=[C:6]2[C:10]=1[N:9]=[C:8]1[N:11]([C:15]3[CH:20]=[CH:19][C:18]([Cl:21])=[CH:17][C:16]=3[Cl:22])[CH2:12][CH2:13][CH2:14][N:7]21.[CH:25]([Mg]Cl)([CH3:27])[CH3:26], predict the reaction product. The product is: [Cl:1][C:2]1[C:10]2[N:9]=[C:8]3[N:11]([C:15]4[CH:20]=[CH:19][C:18]([Cl:21])=[CH:17][C:16]=4[Cl:22])[CH2:12][CH2:13][CH2:14][N:7]3[C:6]=2[C:5]([CH:23]([OH:24])[CH:25]([CH3:27])[CH3:26])=[CH:4][CH:3]=1.